From a dataset of Forward reaction prediction with 1.9M reactions from USPTO patents (1976-2016). Predict the product of the given reaction. (1) Given the reactants N1C=CN=[C:2]1[C:6]1[C:15]2[C:10](=[CH:11][CH:12]=[CH:13][CH:14]=2)[C:9]([O:16][CH2:17][CH2:18][C@H:19]([OH:22])[CH2:20][OH:21])=[CH:8][CH:7]=1.C(O)(=[O:25])C, predict the reaction product. The product is: [OH:22][C@H:19]([CH2:20][OH:21])[CH2:18][CH2:17][O:16][C:9]1[C:10]2[C:15](=[CH:14][CH:13]=[CH:12][CH:11]=2)[C:6]([CH:2]=[O:25])=[CH:7][CH:8]=1. (2) Given the reactants Br[C:2]1[CH:7]=[C:6]([C:8]2[C:9]([C:33]3[CH:38]=[CH:37][CH:36]=[C:35]([CH3:39])[N:34]=3)=[N:10][N:11]([C:14]([C:27]3[CH:32]=[CH:31][CH:30]=[CH:29][CH:28]=3)([C:21]3[CH:26]=[CH:25][CH:24]=[CH:23][CH:22]=3)[C:15]3[CH:20]=[CH:19][CH:18]=[CH:17][CH:16]=3)[C:12]=2[CH3:13])[CH:5]=[CH:4][N:3]=1.[CH:40]([C:42]1[CH:47]=[CH:46][C:45](B(O)O)=[CH:44][CH:43]=1)=[O:41], predict the reaction product. The product is: [CH3:13][C:12]1[N:11]([C:14]([C:27]2[CH:32]=[CH:31][CH:30]=[CH:29][CH:28]=2)([C:21]2[CH:26]=[CH:25][CH:24]=[CH:23][CH:22]=2)[C:15]2[CH:20]=[CH:19][CH:18]=[CH:17][CH:16]=2)[N:10]=[C:9]([C:33]2[CH:38]=[CH:37][CH:36]=[C:35]([CH3:39])[N:34]=2)[C:8]=1[C:6]1[CH:5]=[CH:4][N:3]=[C:2]([C:45]2[CH:46]=[CH:47][C:42]([CH:40]=[O:41])=[CH:43][CH:44]=2)[CH:7]=1.